Regression/Classification. Given a drug SMILES string, predict its absorption, distribution, metabolism, or excretion properties. Task type varies by dataset: regression for continuous measurements (e.g., permeability, clearance, half-life) or binary classification for categorical outcomes (e.g., BBB penetration, CYP inhibition). Dataset: cyp2c19_veith. From a dataset of CYP2C19 inhibition data for predicting drug metabolism from PubChem BioAssay. (1) The molecule is c1cncc(-c2nc(NCCN3CCOCC3)c3ccccc3n2)c1. The result is 0 (non-inhibitor). (2) The molecule is CCOCCCn1cnc2c(c1=O)c1nc3ccccc3nc1n2-c1ccccc1. The result is 0 (non-inhibitor). (3) The drug is Cn1c(=O)c2[nH]c(COCc3nc4c([nH]3)c(=O)n(C)c(=O)n4C)nc2n(C)c1=O. The result is 0 (non-inhibitor). (4) The drug is Cn1c(=O)c2[nH]c(CCNC(=O)c3ccccc3)nc2n(C)c1=O. The result is 0 (non-inhibitor). (5) The result is 0 (non-inhibitor). The molecule is CN(C)Cc1nsc(N(C)C)n1. (6) The molecule is C[N+](C)(C)COP(=O)([O-])OP(=O)([O-])OC[C@@H]1O[C@@H](n2ccc(N)nc2=O)[C@@H](O)[C@H]1O.[Na+]. The result is 0 (non-inhibitor). (7) The result is 0 (non-inhibitor). The drug is Cc1ccc(-[n+]2cc(=O)o[nH]2)cc1. (8) The compound is Cc1ccnc(N2C(=O)C3C4CC(C(Br)C4Br)C3C2=O)c1. The result is 1 (inhibitor). (9) The result is 1 (inhibitor). The molecule is COc1cccc(Nc2nc(-c3ccc(O)cc3)cs2)c1. (10) The compound is O=C(c1ccncc1)N1CCC2(CCN(Cc3ccncc3)CC2)CC1. The result is 0 (non-inhibitor).